This data is from Catalyst prediction with 721,799 reactions and 888 catalyst types from USPTO. The task is: Predict which catalyst facilitates the given reaction. (1) Reactant: [CH3:1][O:2][C:3]1[CH:4]=[CH:5][C:6]2[NH:12][C:11](=[O:13])[N:10]([CH:14]3[CH2:19][CH2:18][NH:17][CH2:16][CH2:15]3)[CH2:9][CH2:8][C:7]=2[CH:20]=1.CCN(C(C)C)C(C)C.Cl[C:31]1[N:36]=[CH:35][N:34]=[C:33]([C:37]([O:39][CH2:40][CH3:41])=[O:38])[CH:32]=1.O. Product: [CH3:1][O:2][C:3]1[CH:4]=[CH:5][C:6]2[NH:12][C:11](=[O:13])[N:10]([CH:14]3[CH2:19][CH2:18][N:17]([C:31]4[N:36]=[CH:35][N:34]=[C:33]([C:37]([O:39][CH2:40][CH3:41])=[O:38])[CH:32]=4)[CH2:16][CH2:15]3)[CH2:9][CH2:8][C:7]=2[CH:20]=1. The catalyst class is: 39. (2) Reactant: [NH2:1][CH2:2][CH2:3][O:4][C:5]1[CH:6]=[C:7]([NH:18][C:19](=[O:27])[C:20]2[CH:25]=[CH:24][CH:23]=[N:22][C:21]=2[Cl:26])[CH:8]=[CH:9][C:10]=1[C:11]([F:17])([F:16])[C:12]([F:15])([F:14])[F:13].CCN(CC)CC.[CH3:35][S:36](Cl)(=[O:38])=[O:37]. Product: [Cl:26][C:21]1[N:22]=[CH:23][CH:24]=[CH:25][C:20]=1[C:19]([NH:18][C:7]1[CH:8]=[CH:9][C:10]([C:11]([F:16])([F:17])[C:12]([F:15])([F:14])[F:13])=[C:5]([O:4][CH2:3][CH2:2][NH:1][S:36]([CH3:35])(=[O:38])=[O:37])[CH:6]=1)=[O:27]. The catalyst class is: 2. (3) Reactant: O.[OH-].[Li+].[CH2:4]([O:11][CH:12]([CH:18]([C:25]1[CH:30]=[CH:29][CH:28]=[CH:27][CH:26]=1)[C:19]1[CH:24]=[CH:23][CH:22]=[CH:21][CH:20]=1)[C:13]([O:15]CC)=[O:14])[C:5]1[CH:10]=[CH:9][CH:8]=[CH:7][CH:6]=1.Cl.NC1C=CC=C(F)C=1CC[C@@H]1N(S(C2C=CC=CC=2)(=O)=O)CCN(C(OC(C)(C)C)=O)C1. Product: [CH2:4]([O:11][CH:12]([CH:18]([C:25]1[CH:30]=[CH:29][CH:28]=[CH:27][CH:26]=1)[C:19]1[CH:20]=[CH:21][CH:22]=[CH:23][CH:24]=1)[C:13]([OH:15])=[O:14])[C:5]1[CH:6]=[CH:7][CH:8]=[CH:9][CH:10]=1. The catalyst class is: 87. (4) Reactant: [Cl:1][CH2:2][C:3]([C:5]1[S:6][CH:7]=[CH:8][CH:9]=1)=[O:4].[S:10]1[CH:14]=[C:13]([C@@H:15]([NH:27][C:28]2[CH:33]=[CH:32][CH:31]=[CH:30][CH:29]=2)[C:16]([O:18][C@@H:19]2[CH:24]3[CH2:25][CH2:26][N:21]([CH2:22][CH2:23]3)[CH2:20]2)=[O:17])[C:12]2[CH:34]=[CH:35][CH:36]=[CH:37][C:11]1=2.C(OCC)C. Product: [Cl-:1].[S:10]1[CH:14]=[C:13]([C@@H:15]([NH:27][C:28]2[CH:33]=[CH:32][CH:31]=[CH:30][CH:29]=2)[C:16]([O:18][C@@H:19]2[CH:24]3[CH2:25][CH2:26][N+:21]([CH2:2][C:3](=[O:4])[C:5]4[S:6][CH:7]=[CH:8][CH:9]=4)([CH2:22][CH2:23]3)[CH2:20]2)=[O:17])[C:12]2[CH:34]=[CH:35][CH:36]=[CH:37][C:11]1=2. The catalyst class is: 25. (5) Reactant: [C:1]([C:3]1[CH:9]=[CH:8][C:6]([NH2:7])=[C:5]([I:10])[CH:4]=1)#[N:2].C(#N)C.C(N(CC)CC)C.[F:21][C:22]([F:33])([F:32])[C:23](O[C:23](=[O:24])[C:22]([F:33])([F:32])[F:21])=[O:24]. Product: [C:1]([C:3]1[CH:9]=[CH:8][C:6]([NH:7][C:23](=[O:24])[C:22]([F:33])([F:32])[F:21])=[C:5]([I:10])[CH:4]=1)#[N:2]. The catalyst class is: 6. (6) Reactant: I[C:2]1[CH:7]=[CH:6][C:5]([OH:8])=[CH:4][CH:3]=1.[CH2:9]([O:11][C:12]([C:14]1[CH:15]=[C:16](B(O)O)[CH:17]=[CH:18][CH:19]=1)=[O:13])[CH3:10]. Product: [OH:8][C:5]1[CH:6]=[CH:7][C:2]([C:16]2[CH:17]=[CH:18][CH:19]=[C:14]([C:12]([O:11][CH2:9][CH3:10])=[O:13])[CH:15]=2)=[CH:3][CH:4]=1. The catalyst class is: 100. (7) Reactant: [CH2:1]([NH:3][C:4]([C:6]1[CH:10]=[CH:9][NH:8][CH:7]=1)=[O:5])[CH3:2].[H-].[Na+].[C:13]([C:17]1[N:21]([CH2:22][CH:23]2[CH2:28][CH2:27][O:26][CH2:25][CH2:24]2)[C:20]2[CH:29]=[CH:30][C:31]([S:33](Cl)(=[O:35])=[O:34])=[CH:32][C:19]=2[N:18]=1)([CH3:16])([CH3:15])[CH3:14]. Product: [C:13]([C:17]1[N:21]([CH2:22][CH:23]2[CH2:24][CH2:25][O:26][CH2:27][CH2:28]2)[C:20]2[CH:29]=[CH:30][C:31]([S:33]([N:8]3[CH:9]=[CH:10][C:6]([C:4]([NH:3][CH2:1][CH3:2])=[O:5])=[CH:7]3)(=[O:34])=[O:35])=[CH:32][C:19]=2[N:18]=1)([CH3:16])([CH3:14])[CH3:15]. The catalyst class is: 1. (8) Reactant: Br[C:2]1[CH:7]=[CH:6][CH:5]=[CH:4][C:3]=1[Br:8].[Li]CCCC.Cl[Sn:15]([CH2:24][CH2:25][CH2:26][CH3:27])([CH2:20][CH2:21][CH2:22][CH3:23])[CH2:16][CH2:17][CH2:18][CH3:19]. Product: [Br:8][C:3]1[CH:4]=[CH:5][CH:6]=[CH:7][C:2]=1[Sn:15]([CH2:20][CH2:21][CH2:22][CH3:23])([CH2:24][CH2:25][CH2:26][CH3:27])[CH2:16][CH2:17][CH2:18][CH3:19]. The catalyst class is: 134. (9) Reactant: Cl.C(O[CH:5]([C:7]1[CH:8]=[C:9]2[C:13](=[CH:14][CH:15]=1)[NH:12][N:11]=[C:10]2[C:16]1[CH:21]=[CH:20][C:19]([F:22])=[CH:18][CH:17]=1)[NH2:6])C.[NH2:23][NH:24][C:25](=O)[CH2:26][N:27]([CH3:29])[CH3:28].C(N(CC)CC)C. Product: [F:22][C:19]1[CH:20]=[CH:21][C:16]([C:10]2[C:9]3[C:13](=[CH:14][CH:15]=[C:7]([C:5]4[NH:6][C:25]([CH2:26][N:27]([CH3:29])[CH3:28])=[N:24][N:23]=4)[CH:8]=3)[NH:12][N:11]=2)=[CH:17][CH:18]=1. The catalyst class is: 8.